From a dataset of Reaction yield outcomes from USPTO patents with 853,638 reactions. Predict the reaction yield, written as a fraction of the theoretical maximum amount of product (1.0 means a 100% yield; for example, 0.34 means a 34% yield). The product is [C:36]([C:33]1[CH:34]=[CH:35][C:30]([N:29]([C:14]2[CH:15]=[C:16]([N:18]([C:49]3[C:50]4[C:45](=[CH:44][CH:43]=[CH:42][CH:41]=4)[CH:46]=[CH:47][CH:48]=3)[C:19]3[CH:24]=[CH:23][C:22]([C:25]([CH3:28])([CH3:27])[CH3:26])=[CH:21][CH:20]=3)[CH:17]=[C:12]([N:11]([C:2]3[C:72]4[C:73](=[CH:7][CH:8]=[CH:9][CH:10]=4)[CH:6]=[CH:5][CH:1]=3)[C:8]3[CH:7]=[CH:6][C:5]([C:1]([CH3:2])([CH3:3])[CH3:4])=[CH:10][CH:9]=3)[CH:13]=2)[C:41]2[C:50]3[C:45](=[CH:46][CH:47]=[CH:48][CH:49]=3)[CH:44]=[CH:43][CH:42]=2)=[CH:31][CH:32]=1)([CH3:39])([CH3:38])[CH3:37]. The catalyst is [Cu].C1(C)C=C(C)C=C(C)C=1. The yield is 0.620. The reactants are [C:1]([C:5]1[CH:10]=[CH:9][C:8]([NH:11][C:12]2[CH:17]=[C:16]([NH:18][C:19]3[CH:24]=[CH:23][C:22]([C:25]([CH3:28])([CH3:27])[CH3:26])=[CH:21][CH:20]=3)[CH:15]=[C:14]([NH:29][C:30]3[CH:35]=[CH:34][C:33]([C:36]([CH3:39])([CH3:38])[CH3:37])=[CH:32][CH:31]=3)[CH:13]=2)=[CH:7][CH:6]=1)([CH3:4])([CH3:3])[CH3:2].I[C:41]1[C:50]2[C:45](=[CH:46][CH:47]=[CH:48][CH:49]=2)[CH:44]=[CH:43][CH:42]=1.C(=O)([O-])[O-].[K+].[K+].C1O[CH2:73][CH2:72]OCCOCCOCCOCCOC1.